This data is from Aqueous solubility values for 9,982 compounds from the AqSolDB database. The task is: Regression/Classification. Given a drug SMILES string, predict its absorption, distribution, metabolism, or excretion properties. Task type varies by dataset: regression for continuous measurements (e.g., permeability, clearance, half-life) or binary classification for categorical outcomes (e.g., BBB penetration, CYP inhibition). For this dataset (solubility_aqsoldb), we predict Y. The compound is O=C1CCCCCCCCCN1. The Y is -1.89 log mol/L.